Dataset: Forward reaction prediction with 1.9M reactions from USPTO patents (1976-2016). Task: Predict the product of the given reaction. (1) Given the reactants Cl.Cl.[C:3]([C:7]1[CH:12]=[C:11]([CH3:13])[CH:10]=[CH:9][C:8]=1[N:14]1[CH2:19][CH2:18][NH:17][CH2:16][CH2:15]1)([CH3:6])([CH3:5])[CH3:4].C(N(CC)CC)C.Cl[C:28](=[O:34])[C:29]([O:31][CH2:32][CH3:33])=[O:30].O, predict the reaction product. The product is: [C:3]([C:7]1[CH:12]=[C:11]([CH3:13])[CH:10]=[CH:9][C:8]=1[N:14]1[CH2:15][CH2:16][N:17]([C:28](=[O:34])[C:29]([O:31][CH2:32][CH3:33])=[O:30])[CH2:18][CH2:19]1)([CH3:6])([CH3:4])[CH3:5]. (2) The product is: [CH3:2][N:3]([CH3:18])[CH2:4][CH2:5][CH2:6][O:7][C:8]1[CH:13]=[CH:12][C:11]([S:14]([Cl:1])(=[O:16])=[O:15])=[CH:10][CH:9]=1. Given the reactants [ClH:1].[CH3:2][N:3]([CH3:18])[CH2:4][CH2:5][CH2:6][O:7][C:8]1[CH:13]=[CH:12][C:11]([S:14](O)(=[O:16])=[O:15])=[CH:10][CH:9]=1, predict the reaction product. (3) Given the reactants Cl.[F:2][C:3]([F:14])([F:13])[O:4][C:5]1[CH:10]=[CH:9][C:8]([NH:11][NH2:12])=[CH:7][CH:6]=1.[CH3:15][CH2:16][O:17][C:18]([CH:20]([C:24]([CH3:26])=O)[C:21]([CH3:23])=O)=[O:19], predict the reaction product. The product is: [CH2:16]([O:17][C:18]([C:20]1[C:21]([CH3:23])=[N:12][N:11]([C:8]2[CH:7]=[CH:6][C:5]([O:4][C:3]([F:13])([F:14])[F:2])=[CH:10][CH:9]=2)[C:24]=1[CH3:26])=[O:19])[CH3:15]. (4) Given the reactants [CH2:1]([C:3]1[S:4][C:5]([CH:13]2[CH2:18][CH2:17][O:16][CH2:15][CH2:14]2)=[CH:6][C:7]=1[C:8](OCC)=[O:9])[CH3:2].[H-].C([Al+]CC(C)C)C(C)C.Cl.CC(OI1(OC(C)=O)(OC(C)=O)OC(=O)C2C=CC=CC1=2)=O.S([O-])([O-])=O.[Na+].[Na+], predict the reaction product. The product is: [CH2:1]([C:3]1[S:4][C:5]([CH:13]2[CH2:18][CH2:17][O:16][CH2:15][CH2:14]2)=[CH:6][C:7]=1[CH:8]=[O:9])[CH3:2].